From a dataset of Forward reaction prediction with 1.9M reactions from USPTO patents (1976-2016). Predict the product of the given reaction. (1) Given the reactants [Cl:1][C:2]1[C:3]([C:8]2[CH:16]=[CH:15][C:11]([C:12](O)=O)=[CH:10][CH:9]=2)=[N:4][CH:5]=[CH:6][CH:7]=1.[F:17][C:18]([F:28])([F:27])[C:19]1[CH:20]=[C:21]([NH2:26])[C:22]([NH2:25])=[CH:23][CH:24]=1, predict the reaction product. The product is: [Cl:1][C:2]1[C:3]([C:8]2[CH:16]=[CH:15][C:11]([C:12]3[NH:26][C:21]4[CH:20]=[C:19]([C:18]([F:17])([F:27])[F:28])[CH:24]=[CH:23][C:22]=4[N:25]=3)=[CH:10][CH:9]=2)=[N:4][CH:5]=[CH:6][CH:7]=1. (2) Given the reactants [NH2:1][C:2]1[N:7]=[C:6]([C:8]2[CH:15]=[CH:14][C:11]([C:12]#[N:13])=[C:10](F)[CH:9]=2)[CH:5]=[C:4]([N:17]2[CH2:22][CH2:21][O:20][CH:19]([C:23]3[NH:24][CH:25]=[C:26]([C:28]4[CH:33]=[CH:32][CH:31]=[CH:30][C:29]=4[Cl:34])[N:27]=3)[CH2:18]2)[N:3]=1.[NH2:35][NH2:36], predict the reaction product. The product is: [NH2:1][C:2]1[N:7]=[C:6]([C:8]2[CH:9]=[C:10]3[C:11]([C:12]([NH2:13])=[N:35][NH:36]3)=[CH:14][CH:15]=2)[CH:5]=[C:4]([N:17]2[CH2:22][CH2:21][O:20][CH:19]([C:23]3[NH:24][CH:25]=[C:26]([C:28]4[CH:33]=[CH:32][CH:31]=[CH:30][C:29]=4[Cl:34])[N:27]=3)[CH2:18]2)[N:3]=1. (3) Given the reactants C1(P(C2C=CC=CC=2)C2C=CC=CC=2)C=CC=CC=1.[OH:20][C:21]1[CH:25]=[C:24]([N+:26]([O-:28])=[O:27])[S:23][C:22]=1[C:29]([O:31][CH3:32])=[O:30].[F:33][C:34]([F:45])([F:44])[C:35]1[CH:40]=[CH:39][CH:38]=[CH:37][C:36]=1[C@@H:41](O)[CH3:42].N(C(OC(C)(C)C)=O)=NC(OC(C)(C)C)=O, predict the reaction product. The product is: [N+:26]([C:24]1[S:23][C:22]([C:29]([O:31][CH3:32])=[O:30])=[C:21]([O:20][C@@H:41]([C:36]2[CH:37]=[CH:38][CH:39]=[CH:40][C:35]=2[C:34]([F:33])([F:44])[F:45])[CH3:42])[CH:25]=1)([O-:28])=[O:27]. (4) Given the reactants [C:1]([NH:4][C:5]1[S:6][C:7]2[C:13]3[N:14]([C@H:20]4[CH2:25][CH2:24][C@H:23]([C:26]([OH:28])=O)[CH2:22][CH2:21]4)[N:15]=[C:16]([CH:17]4[CH2:19][CH2:18]4)[C:12]=3[CH2:11][CH2:10][C:8]=2[N:9]=1)(=[O:3])[CH3:2].CN(C(ON1N=NC2C=CC=NC1=2)=[N+](C)C)C.F[P-](F)(F)(F)(F)F.C(N(C(C)C)CC)(C)C.Cl.Cl.[NH2:64][CH:65]1[CH2:70][CH2:69][N:68]([CH:71]2[CH2:75][CH2:74][CH2:73][CH2:72]2)[CH2:67][CH2:66]1, predict the reaction product. The product is: [CH:71]1([N:68]2[CH2:67][CH2:66][CH:65]([NH:64][C:26]([C@H:23]3[CH2:24][CH2:25][C@H:20]([N:14]4[C:13]5[C:7]6[S:6][C:5]([NH:4][C:1](=[O:3])[CH3:2])=[N:9][C:8]=6[CH2:10][CH2:11][C:12]=5[C:16]([CH:17]5[CH2:18][CH2:19]5)=[N:15]4)[CH2:21][CH2:22]3)=[O:28])[CH2:70][CH2:69]2)[CH2:75][CH2:74][CH2:73][CH2:72]1. (5) The product is: [CH3:46][C:44]1[NH:43][C:42](=[O:47])[CH:41]=[C:40]([C:11]2[N:10]3[CH:23]=[CH:24][N:25]=[C:9]3[C:8]([NH:7][C:26]3[CH:27]=[CH:28][C:29]([N:32]4[CH2:37][CH2:36][O:35][CH2:34][CH2:33]4)=[CH:30][CH:31]=3)=[N:13][CH:12]=2)[CH:45]=1. Given the reactants C(OC(=O)[N:7]([C:26]1[CH:31]=[CH:30][C:29]([N:32]2[CH2:37][CH2:36][O:35][CH2:34][CH2:33]2)=[CH:28][CH:27]=1)[C:8]1[C:9]2[N:10]([CH:23]=[CH:24][N:25]=2)[C:11](B2OC(C)(C)C(C)(C)O2)=[CH:12][N:13]=1)(C)(C)C.Br[C:40]1[CH:45]=[C:44]([CH3:46])[N:43]=[C:42]([O:47][Si](C(C)(C)C)(C)C)[CH:41]=1.CC([O-])=O.[K+], predict the reaction product. (6) Given the reactants [C:1]([O:5][C@@H:6]([C@H:8]1[CH2:12][O:11][C:10](=[O:13])[N:9]1[C:14]1[CH:19]=[C:18]([CH:20]([F:22])[F:21])[N:17]=[C:16](S(C)(=O)=O)[N:15]=1)[CH3:7])([CH3:4])([CH3:3])[CH3:2].[Cl:27][C:28]1[CH:33]=[CH:32][C:31]([C:34]2[N:38]=[C:37]([C@@H:39]([NH2:41])[CH3:40])[O:36][N:35]=2)=[CH:30][CH:29]=1.C(N(C(C)C)C(C)C)C, predict the reaction product. The product is: [C:1]([O:5][C@@H:6]([C@H:8]1[CH2:12][O:11][C:10](=[O:13])[N:9]1[C:14]1[CH:19]=[C:18]([CH:20]([F:22])[F:21])[N:17]=[C:16]([NH:41][C@H:39]([C:37]2[O:36][N:35]=[C:34]([C:31]3[CH:32]=[CH:33][C:28]([Cl:27])=[CH:29][CH:30]=3)[N:38]=2)[CH3:40])[N:15]=1)[CH3:7])([CH3:4])([CH3:3])[CH3:2]. (7) Given the reactants Cl[C:2]1[N:11]=[C:10]2[C:5]([CH:6]=[C:7]([C:16]([O:18][CH2:19][CH3:20])=[O:17])[C:8]([C:12]([F:15])([F:14])[F:13])=[N:9]2)=[CH:4][C:3]=1[F:21].P([O-])([O-])([O-])=O.[K+].[K+].[K+].[CH:30]1(P(C2CCCCC2)C2C=CC=CC=2C2C(OC)=CC=CC=2OC)CCCCC1.CB(O)O, predict the reaction product. The product is: [F:21][C:3]1[CH:4]=[C:5]2[C:10](=[N:11][C:2]=1[CH3:30])[N:9]=[C:8]([C:12]([F:15])([F:14])[F:13])[C:7]([C:16]([O:18][CH2:19][CH3:20])=[O:17])=[CH:6]2.